Predict which catalyst facilitates the given reaction. From a dataset of Catalyst prediction with 721,799 reactions and 888 catalyst types from USPTO. (1) Reactant: [C:1]([C:3]1[CH:4]=[C:5]([CH:28]([CH3:30])[CH3:29])[C:6]2[O:10][C:9]([C:11]3[CH:26]=[CH:25][C:14]([C:15]([NH:17][CH2:18][C@H:19]4[CH2:24][CH2:23][CH2:22][NH:21][CH2:20]4)=[O:16])=[CH:13][CH:12]=3)=[N:8][C:7]=2[CH:27]=1)#[N:2].C(=O)([O-])[O-].[K+].[K+].Br[CH2:38][C:39]1[CH:44]=[CH:43][CH:42]=[C:41]([C:45]([F:48])([F:47])[F:46])[CH:40]=1. Product: [C:1]([C:3]1[CH:4]=[C:5]([CH:28]([CH3:30])[CH3:29])[C:6]2[O:10][C:9]([C:11]3[CH:12]=[CH:13][C:14]([C:15]([NH:17][CH2:18][C@H:19]4[CH2:24][CH2:23][CH2:22][N:21]([CH2:38][C:39]5[CH:44]=[CH:43][CH:42]=[C:41]([C:45]([F:46])([F:47])[F:48])[CH:40]=5)[CH2:20]4)=[O:16])=[CH:25][CH:26]=3)=[N:8][C:7]=2[CH:27]=1)#[N:2]. The catalyst class is: 5. (2) The catalyst class is: 37. Reactant: [CH3:1][N:2]1[CH2:15][CH2:14][C:5]2[NH:6][C:7]3[CH:8]=[CH:9][C:10]([CH3:13])=[CH:11][C:12]=3[C:4]=2[CH2:3]1.[CH3:16][N:17]([CH3:26])[C:18]1[CH:23]=[CH:22][C:21]([CH:24]=[CH2:25])=[CH:20][N:19]=1.[OH-].[K+]. Product: [CH3:1][N:2]1[CH2:15][CH2:14][C:5]2[N:6]([CH2:25][CH2:24][C:21]3[CH:22]=[CH:23][C:18]([N:17]([CH3:26])[CH3:16])=[N:19][CH:20]=3)[C:7]3[CH:8]=[CH:9][C:10]([CH3:13])=[CH:11][C:12]=3[C:4]=2[CH2:3]1. (3) Reactant: [F:1][C:2]1[CH:25]=[CH:24][C:5]([CH2:6][C@@H:7]([C@@H:12]([O:14][CH2:15][C:16]2[CH:21]=[CH:20][C:19]([O:22][CH3:23])=[CH:18][CH:17]=2)[CH3:13])[C@H:8]([OH:11])[CH:9]=[CH2:10])=[CH:4][CH:3]=1.[H-].[Na+].Br[CH2:29][CH:30]([O:34][CH2:35][CH3:36])[O:31][CH2:32][CH3:33]. Product: [CH2:32]([O:31][CH:30]([O:34][CH2:35][CH3:36])[CH2:29][O:11][C@H:8]([CH:9]=[CH2:10])[C@H:7]([C@@H:12]([O:14][CH2:15][C:16]1[CH:17]=[CH:18][C:19]([O:22][CH3:23])=[CH:20][CH:21]=1)[CH3:13])[CH2:6][C:5]1[CH:24]=[CH:25][C:2]([F:1])=[CH:3][CH:4]=1)[CH3:33]. The catalyst class is: 705. (4) Reactant: [H-].[Na+].[OH:3][NH:4][C:5](=[NH:7])[CH3:6].[NH2:8][C:9]1[N:13]([C:14]2[CH:19]=[CH:18][CH:17]=[CH:16][CH:15]=2)[N:12]=[C:11]([C:20](OCC)=O)[C:10]=1[CH3:25]. Product: [CH3:25][C:10]1[C:11]([C:20]2[O:3][N:4]=[C:5]([CH3:6])[N:7]=2)=[N:12][N:13]([C:14]2[CH:15]=[CH:16][CH:17]=[CH:18][CH:19]=2)[C:9]=1[NH2:8]. The catalyst class is: 20. (5) Reactant: [CH:1]1[C:13]2[CH:12]([CH2:14][O:15][C:16]([NH:18][C@H:19]3[CH2:24][CH2:23][CH2:22][CH2:21][C@@H:20]3[C:25](O)=[O:26])=[O:17])[C:11]3[C:6](=[CH:7][CH:8]=[CH:9][CH:10]=3)[C:5]=2[CH:4]=[CH:3][CH:2]=1.CCN(CC)CC.ClC(OC(C)C)=O.[BH4-].[Na+]. Product: [CH:1]1[C:13]2[CH:12]([CH2:14][O:15][C:16](=[O:17])[NH:18][C@H:19]3[CH2:24][CH2:23][CH2:22][CH2:21][C@@H:20]3[CH2:25][OH:26])[C:11]3[C:6](=[CH:7][CH:8]=[CH:9][CH:10]=3)[C:5]=2[CH:4]=[CH:3][CH:2]=1. The catalyst class is: 20. (6) The catalyst class is: 3. Reactant: [F:1][C:2]1[CH:7]=[C:6]([I:8])[CH:5]=[CH:4][C:3]=1[NH:9][C:10]1[C:19]2[C:18](=[O:20])[NH:17][CH:16]=[N:15][C:14]=2[N:13]([CH3:21])[C:12](=[O:22])[CH:11]=1.[I-].[K+].C(=O)([O-])[O-].[K+].[K+].Cl[C:32]1[CH:37]=[CH:36][C:35]([N+:38]([O-:40])=[O:39])=[CH:34][C:33]=1[N+:41]([O-:43])=[O:42]. Product: [N+:38]([C:35]1[CH:34]=[C:33]([N+:41]([O-:43])=[O:42])[CH:32]=[CH:37][C:36]=1[N:17]1[C:18](=[O:20])[C:19]2[C:10]([NH:9][C:3]3[CH:4]=[CH:5][C:6]([I:8])=[CH:7][C:2]=3[F:1])=[CH:11][C:12](=[O:22])[N:13]([CH3:21])[C:14]=2[N:15]=[CH:16]1)([O-:40])=[O:39].